From a dataset of Reaction yield outcomes from USPTO patents with 853,638 reactions. Predict the reaction yield, written as a fraction of the theoretical maximum amount of product (1.0 means a 100% yield; for example, 0.34 means a 34% yield). (1) The reactants are [C:1]([O:5][C:6]([N:8]1[CH2:12][C:11]([F:14])([F:13])[CH2:10][C@H:9]1[C:15]([OH:17])=O)=[O:7])([CH3:4])([CH3:3])[CH3:2].Cl.CN.C[CH2:22][N:23]=C=NCCCN(C)C.C1C=NC2N(O)N=NC=2C=1. The catalyst is C(Cl)Cl. The product is [F:13][C:11]1([F:14])[CH2:12][N:8]([C:6]([O:5][C:1]([CH3:4])([CH3:3])[CH3:2])=[O:7])[C@H:9]([C:15](=[O:17])[NH:23][CH3:22])[CH2:10]1. The yield is 0.580. (2) The reactants are [CH2:1]([O:3][C:4](=[O:26])[C:5]1[CH:10]=[CH:9][C:8]([NH:11][C:12](=[O:25])[CH2:13][CH2:14][N:15]2[CH:23]=[N:22][C:21]3[C:20](=[O:24])[NH:19][CH:18]=[N:17][C:16]2=3)=[CH:7][CH:6]=1)[CH3:2].[CH2:27](Br)[C:28]1[CH:33]=[CH:32][CH:31]=[CH:30][CH:29]=1. The catalyst is CN(C)C=O. The product is [CH2:1]([O:3][C:4](=[O:26])[C:5]1[CH:10]=[CH:9][C:8]([NH:11][C:12](=[O:25])[CH2:13][CH2:14][N:15]2[CH:23]=[N:22][C:21]3[C:20](=[O:24])[N:19]([CH2:27][C:28]4[CH:33]=[CH:32][CH:31]=[CH:30][CH:29]=4)[CH:18]=[N:17][C:16]2=3)=[CH:7][CH:6]=1)[CH3:2]. The yield is 0.820. (3) The reactants are C(NC(C)C)(C)C.[Li]CCCC.[Br:13][C:14]1[CH:19]=[CH:18][CH:17]=[C:16]([Br:20])[CH:15]=1.CN([CH:24]=[O:25])C.OS(O)(=O)=O. The catalyst is C1COCC1. The product is [Br:13][C:14]1[CH:19]=[CH:18][CH:17]=[C:16]([Br:20])[C:15]=1[CH:24]=[O:25]. The yield is 0.850. (4) The reactants are [Cl:1][C:2]1[C:3]([NH:21][NH:22][C:23](=O)[CH2:24][CH:25]2[CH2:27][CH2:26]2)=[N:4][CH:5]=[N:6][C:7]=1[N:8]1[CH2:13][CH2:12][CH:11]([C:14]2[CH:19]=[CH:18][CH:17]=[CH:16][C:15]=2[F:20])[CH2:10][CH2:9]1.C1(P(C2C=CC=CC=2)C2C=CC=CC=2)C=CC=CC=1.N([Si](C)(C)C)=[N+]=[N-].CCOC(/N=N/C(OCC)=O)=O.C1(C)C=CC=CC=1. The catalyst is C(Cl)Cl. The product is [Cl:1][C:2]1[C:3]2[N:4]([C:23]([CH2:24][CH:25]3[CH2:27][CH2:26]3)=[N:22][N:21]=2)[CH:5]=[N:6][C:7]=1[N:8]1[CH2:13][CH2:12][CH:11]([C:14]2[CH:19]=[CH:18][CH:17]=[CH:16][C:15]=2[F:20])[CH2:10][CH2:9]1. The yield is 0.0320. (5) The reactants are [Br:1][C:2]1[CH:18]=[CH:17][C:5]2[C:6]3[N:7]=[C:8]([C:14]([OH:16])=O)[S:9][C:10]=3[CH2:11][CH2:12][O:13][C:4]=2[CH:3]=1.[C:19]([O:23][C:24]([NH:26][NH:27][CH:28]([CH3:30])[CH3:29])=[O:25])([CH3:22])([CH3:21])[CH3:20].CCN(C(C)C)C(C)C.CN(C(ON1N=NC2C=CC=NC1=2)=[N+](C)C)C.F[P-](F)(F)(F)(F)F. The catalyst is CN(C=O)C. The product is [C:19]([O:23][C:24]([NH:26][N:27]([C:14]([C:8]1[S:9][C:10]2[CH2:11][CH2:12][O:13][C:4]3[CH:3]=[C:2]([Br:1])[CH:18]=[CH:17][C:5]=3[C:6]=2[N:7]=1)=[O:16])[CH:28]([CH3:30])[CH3:29])=[O:25])([CH3:22])([CH3:21])[CH3:20]. The yield is 0.800. (6) The reactants are [Cl:1][C:2]1[CH:7]=[C:6]([Cl:8])[CH:5]=[CH:4][C:3]=1[C:9]1[O:13][C:12]([CH3:14])=[C:11]([CH:15]=[O:16])[CH:10]=1.[CH:17]1([Mg]Br)[CH2:22][CH2:21][CH2:20][CH2:19][CH2:18]1.O1CCCC1. No catalyst specified. The product is [CH:17]1([CH:15]([C:11]2[CH:10]=[C:9]([C:3]3[CH:4]=[CH:5][C:6]([Cl:8])=[CH:7][C:2]=3[Cl:1])[O:13][C:12]=2[CH3:14])[OH:16])[CH2:22][CH2:21][CH2:20][CH2:19][CH2:18]1. The yield is 0.770. (7) The reactants are [Cl:1][C:2]1[CH:12]=[C:11]([Cl:13])[C:10]([Cl:14])=[CH:9][C:3]=1[O:4][CH2:5][C:6]([OH:8])=O.[NH2:15][C:16]1[CH:17]=[C:18]([CH:22]=[CH:23][N:24]=1)[C:19]([NH2:21])=[O:20].C1CN([P+](ON2N=NC3C=CC=CC2=3)(N2CCCC2)N2CCCC2)CC1.F[P-](F)(F)(F)(F)F.CO. The catalyst is CN(C1C=CN=CC=1)C.CN(C=O)C. The product is [Cl:1][C:2]1[CH:12]=[C:11]([Cl:13])[C:10]([Cl:14])=[CH:9][C:3]=1[O:4][CH2:5][C:6]([NH:15][C:16]1[CH:17]=[C:18]([CH:22]=[CH:23][N:24]=1)[C:19]([NH2:21])=[O:20])=[O:8]. The yield is 0.410.